From a dataset of Catalyst prediction with 721,799 reactions and 888 catalyst types from USPTO. Predict which catalyst facilitates the given reaction. (1) Product: [F:29][C:26]([F:27])([F:28])[C:23]1[CH:24]=[CH:25][C:20]([C:18]#[C:19][C:3]2[CH:2]=[N:1][CH:6]=[CH:5][CH:4]=2)=[CH:21][CH:22]=1. The catalyst class is: 243. Reactant: [N:1]1[CH:6]=[CH:5][CH:4]=[C:3](OS(C2C=CC(C)=CC=2)(=O)=O)[CH:2]=1.[C:18]([C:20]1[CH:25]=[CH:24][C:23]([C:26]([F:29])([F:28])[F:27])=[CH:22][CH:21]=1)#[CH:19]. (2) Reactant: [CH3:13][C:12]([O:11][C:9](O[C:9]([O:11][C:12]([CH3:15])([CH3:14])[CH3:13])=[O:10])=[O:10])([CH3:15])[CH3:14].[C:16]1([C@H:22]([NH:24][S:25]([CH:28]=CC2C3CCCCC=3N(CC3C=CC=CC=3)N=2)(=[O:27])=[O:26])[CH3:23])[CH:21]=[CH:20][CH:19]=[CH:18][CH:17]=1. Product: [C:12]([O:11][C:9](=[O:10])[N:24]([S:25]([CH3:28])(=[O:27])=[O:26])[C@@H:22]([C:16]1[CH:21]=[CH:20][CH:19]=[CH:18][CH:17]=1)[CH3:23])([CH3:13])([CH3:14])[CH3:15]. The catalyst class is: 79. (3) Reactant: [Br:1][C:2]1[CH:3]=[C:4]([NH:8][C:9](=[O:33])[N:10]([CH2:23][C:24]2[CH:32]=[CH:31][C:27]([C:28](O)=[O:29])=[CH:26][CH:25]=2)[C:11]2[CH:16]=[CH:15][C:14]([CH:17]3[CH2:22][CH2:21][CH2:20][CH2:19][CH2:18]3)=[CH:13][CH:12]=2)[CH:5]=[CH:6][CH:7]=1.CCN=C=NCCCN(C)C.C1C=CC2N(O)N=NC=2C=1.Cl.[CH2:56]([O:58][C:59](=[O:64])[C@H:60]([OH:63])[CH2:61][NH2:62])[CH3:57].C(N(CC)C(C)C)(C)C. Product: [CH2:56]([O:58][C:59](=[O:64])[C@H:60]([OH:63])[CH2:61][NH:62][C:28](=[O:29])[C:27]1[CH:31]=[CH:32][C:24]([CH2:23][N:10]([C:11]2[CH:12]=[CH:13][C:14]([CH:17]3[CH2:18][CH2:19][CH2:20][CH2:21][CH2:22]3)=[CH:15][CH:16]=2)[C:9]([NH:8][C:4]2[CH:5]=[CH:6][CH:7]=[C:2]([Br:1])[CH:3]=2)=[O:33])=[CH:25][CH:26]=1)[CH3:57]. The catalyst class is: 39. (4) Reactant: [N:1]1[N:2]=[C:3]([S:10][C:11]2[CH:12]=[CH:13][C:14]3[N:15]([CH:17]=[C:18]([NH:20]C(=O)OC(C)(C)C)[N:19]=3)[N:16]=2)[N:4]2[CH:9]=[CH:8][CH:7]=[CH:6][C:5]=12.Cl.C(O)(C(F)(F)F)=O. Product: [N:1]1[N:2]=[C:3]([S:10][C:11]2[CH:12]=[CH:13][C:14]3[N:15]([CH:17]=[C:18]([NH2:20])[N:19]=3)[N:16]=2)[N:4]2[CH:9]=[CH:8][CH:7]=[CH:6][C:5]=12. The catalyst class is: 12. (5) Reactant: [CH3:1][Si](C=[N+]=[N-])(C)C.CCOCC.[Cl:13][C:14]1[CH:22]=[C:21]([F:23])[C:20]([N+:24]([O-:26])=[O:25])=[CH:19][C:15]=1[C:16]([OH:18])=[O:17].C(O)(=O)C. Product: [Cl:13][C:14]1[CH:22]=[C:21]([F:23])[C:20]([N+:24]([O-:26])=[O:25])=[CH:19][C:15]=1[C:16]([O:18][CH3:1])=[O:17]. The catalyst class is: 224. (6) Reactant: [Cl:1][C:2]1[N:7]=[C:6]([NH:8][CH2:9][CH2:10][CH:11]([CH3:13])[CH3:12])[C:5]([NH2:14])=[CH:4][N:3]=1.C(N(CC)CC)C.Cl[C:23](=[O:29])[C:24](OCC)=[O:25]. Product: [Cl:1][C:2]1[N:3]=[CH:4][C:5]2[NH:14][C:24](=[O:25])[C:23](=[O:29])[N:8]([CH2:9][CH2:10][CH:11]([CH3:12])[CH3:13])[C:6]=2[N:7]=1. The catalyst class is: 11.